Regression/Classification. Given a drug SMILES string, predict its absorption, distribution, metabolism, or excretion properties. Task type varies by dataset: regression for continuous measurements (e.g., permeability, clearance, half-life) or binary classification for categorical outcomes (e.g., BBB penetration, CYP inhibition). Dataset: cyp2c19_veith. From a dataset of CYP2C19 inhibition data for predicting drug metabolism from PubChem BioAssay. The compound is COc1ccc(C(=O)N2CCC3(CCCN(Cc4ccccc4OC)C3)CC2)cc1. The result is 0 (non-inhibitor).